Dataset: Full USPTO retrosynthesis dataset with 1.9M reactions from patents (1976-2016). Task: Predict the reactants needed to synthesize the given product. (1) The reactants are: [CH3:1][C:2]1[CH:3]=[C:4]([C:8]2[CH:13]=[C:12]([C:14]([O-:16])=O)[C:11]([C:17]3[S:18][CH:19]=[CH:20][N:21]=3)=[CH:10][N:9]=2)[CH:5]=[N:6][CH:7]=1.[K+].[CH3:23][O:24][C:25]1[C:30]([O:31][CH3:32])=[CH:29][CH:28]=[C:27]([CH2:33][NH2:34])[N:26]=1.C(Cl)CCl.ON1C2N=CC=CC=2N=N1.C(N(C(C)C)CC)(C)C. Given the product [CH3:32][O:31][C:30]1[CH:29]=[CH:28][C:27]([CH2:33][NH:34][C:14]([C:12]2[C:11]([C:17]3[S:18][CH:19]=[CH:20][N:21]=3)=[CH:10][N:9]=[C:8]([C:4]3[CH:5]=[N:6][CH:7]=[C:2]([CH3:1])[CH:3]=3)[CH:13]=2)=[O:16])=[N:26][C:25]=1[O:24][CH3:23], predict the reactants needed to synthesize it. (2) Given the product [C:10]1([C:9]2[S:16][C:5]([C:6]([O:7][CH2:19][CH3:20])=[O:24])=[CH:4][N:17]=2)[CH:15]=[CH:14][CH:13]=[CH:12][CH:11]=1, predict the reactants needed to synthesize it. The reactants are: BrN1[C:6](=[O:7])[CH2:5][CH2:4]C1=O.[C:9]([NH2:17])(=[S:16])[C:10]1[CH:15]=[CH:14][CH:13]=[CH:12][CH:11]=1.O1CCO[CH2:20][CH2:19]1.[OH2:24]. (3) Given the product [F:23][C:24]([F:35])([F:36])[O:25][C:26]1[CH:31]=[CH:30][C:29]([C:2]2[CH:3]=[CH:4][C:5]([N:8]3[CH2:14][CH2:13][CH2:12][N:11]([C:15]([O:17][CH2:18][C:19]([NH:21][CH3:22])=[O:20])=[O:16])[CH2:10][CH2:9]3)=[N:6][CH:7]=2)=[CH:28][CH:27]=1, predict the reactants needed to synthesize it. The reactants are: Br[C:2]1[CH:3]=[CH:4][C:5]([N:8]2[CH2:14][CH2:13][CH2:12][N:11]([C:15]([O:17][CH2:18][C:19]([NH:21][CH3:22])=[O:20])=[O:16])[CH2:10][CH2:9]2)=[N:6][CH:7]=1.[F:23][C:24]([F:36])([F:35])[O:25][C:26]1[CH:31]=[CH:30][C:29](B(O)O)=[CH:28][CH:27]=1.C(=O)([O-])[O-].[Na+].[Na+].C(O)C.